From a dataset of Reaction yield outcomes from USPTO patents with 853,638 reactions. Predict the reaction yield, written as a fraction of the theoretical maximum amount of product (1.0 means a 100% yield; for example, 0.34 means a 34% yield). (1) The reactants are [N:1]([C@@H:4]1[C@@H:8]([O:9][CH2:10][C:11]#[CH:12])[CH2:7][N:6]([C:13]([O:15][C:16]([CH3:19])([CH3:18])[CH3:17])=[O:14])[CH2:5]1)=[N+:2]=[N-:3]. The catalyst is C1(C)C=CC=CC=1. The product is [N:2]1[N:1]2[C@H:4]3[CH2:5][N:6]([C:13]([O:15][C:16]([CH3:19])([CH3:18])[CH3:17])=[O:14])[CH2:7][C@@H:8]3[O:9][CH2:10][C:11]2=[CH:12][N:3]=1. The yield is 0.960. (2) The reactants are [NH2:1][C:2]1[N:7]=[C:6]([CH:8](C(OCC)=O)[C:9]([O:11][CH2:12][CH3:13])=[O:10])[CH:5]=[CH:4][C:3]=1[N+:19]([O-:21])=[O:20].[Li+].[Cl-]. The catalyst is CS(C)=O.CCOC(C)=O.O. The product is [NH2:1][C:2]1[N:7]=[C:6]([CH2:8][C:9]([O:11][CH2:12][CH3:13])=[O:10])[CH:5]=[CH:4][C:3]=1[N+:19]([O-:21])=[O:20]. The yield is 0.390. (3) The reactants are [CH3:1][O:2][C:3](=[O:13])[C:4]1[CH:9]=[CH:8][C:7]([C:10]#[N:11])=[C:6](N)[CH:5]=1.N([O-])=O.[Na+].[BrH:18]. The catalyst is S(=O)(=O)(O)O.C(O)(=O)C.[Cu](Br)Br. The product is [CH3:1][O:2][C:3](=[O:13])[C:4]1[CH:9]=[CH:8][C:7]([C:10]#[N:11])=[C:6]([Br:18])[CH:5]=1. The yield is 0.560. (4) The reactants are CN(C(ON1N=NC2C=CC=NC1=2)=[N+](C)C)C.F[P-](F)(F)(F)(F)F.[NH2:25][C:26]1[C:27]([C:36]([OH:38])=O)=[CH:28][C:29]2[C:34]([CH:35]=1)=[CH:33][CH:32]=[CH:31][CH:30]=2.Cl.[CH3:40][C:41]([CH3:49])([CH3:48])[C@@H:42]([C:44]([O:46]C)=[O:45])[NH2:43].C(N(CC)C(C)C)(C)C.C([O-])(O)=O.[Na+]. The catalyst is CN(C=O)C.C(OCC)(=O)C. The product is [NH2:25][C:26]1[C:27]([C:36]([NH:43][C@H:42]([C:44]([OH:46])=[O:45])[C:41]([CH3:49])([CH3:48])[CH3:40])=[O:38])=[CH:28][C:29]2[C:34]([CH:35]=1)=[CH:33][CH:32]=[CH:31][CH:30]=2. The yield is 0.660.